From a dataset of Catalyst prediction with 721,799 reactions and 888 catalyst types from USPTO. Predict which catalyst facilitates the given reaction. (1) The catalyst class is: 3. Reactant: [CH:1]1([N:5]2[CH2:11][CH2:10][CH2:9][N:8]([C:12]([N:14]3[CH2:17][CH:16]([OH:18])[CH2:15]3)=[O:13])[CH2:7][CH2:6]2)[CH2:4][CH2:3][CH2:2]1.Cl[C:20]1[CH:21]=[CH:22][C:23]([C:26]([NH:28][CH2:29][CH:30]2[CH2:32][CH2:31]2)=[O:27])=[N:24][CH:25]=1. Product: [CH:1]1([N:5]2[CH2:11][CH2:10][CH2:9][N:8]([C:12]([N:14]3[CH2:15][CH:16]([O:18][C:20]4[CH:21]=[CH:22][C:23]([C:26]([NH:28][CH2:29][CH:30]5[CH2:32][CH2:31]5)=[O:27])=[N:24][CH:25]=4)[CH2:17]3)=[O:13])[CH2:7][CH2:6]2)[CH2:4][CH2:3][CH2:2]1. (2) Product: [CH3:1][O:2][C:3]1[CH:4]=[C:5]2[C:10](=[CH:11][C:12]=1[O:13][CH3:14])[N:9]=[CH:8][CH:7]=[C:6]2[O:15][C:16]1[CH:22]=[CH:21][C:19]([NH:20][C:35]([NH:52][CH:50]([C:46]2[S:47][C:48]([CH3:49])=[C:44]([CH3:43])[N:45]=2)[CH3:51])=[O:41])=[C:18]([F:23])[CH:17]=1. The catalyst class is: 22. Reactant: [CH3:1][O:2][C:3]1[CH:4]=[C:5]2[C:10](=[CH:11][C:12]=1[O:13][CH3:14])[N:9]=[CH:8][CH:7]=[C:6]2[O:15][C:16]1[CH:22]=[CH:21][C:19]([NH2:20])=[C:18]([F:23])[CH:17]=1.C(N(CC)CC)C.ClC(Cl)(O[C:35](=[O:41])OC(Cl)(Cl)Cl)Cl.[CH3:43][C:44]1[N:45]=[C:46]([CH:50]([NH2:52])[CH3:51])[S:47][C:48]=1[CH3:49]. (3) Reactant: [C:1]([NH:5][C:6]1[N:7]=[C:8](Cl)[CH:9]=[C:10]2[C:15]=1[C:14](=[O:16])[NH:13][CH:12]=[CH:11]2)([CH3:4])([CH3:3])[CH3:2].CC1(C)C(C)(C)OB([C:26]2[CH:27]=[N:28][C:29]([NH2:32])=[N:30][CH:31]=2)O1.C([O-])([O-])=O.[K+].[K+].CC(O)C. Product: [NH2:32][C:29]1[N:30]=[CH:31][C:26]([C:8]2[CH:9]=[C:10]3[C:15](=[C:6]([NH:5][C:1]([CH3:4])([CH3:3])[CH3:2])[N:7]=2)[C:14](=[O:16])[NH:13][CH:12]=[CH:11]3)=[CH:27][N:28]=1. The catalyst class is: 103. (4) Reactant: [Br:1][C:2]1[N:7]=[CH:6][C:5]([C:8]2([NH2:11])[CH2:10][CH2:9]2)=[CH:4][CH:3]=1.CCN(CC)CC.[CH3:19][C:20]([O:23][C:24](O[C:24]([O:23][C:20]([CH3:22])([CH3:21])[CH3:19])=[O:25])=[O:25])([CH3:22])[CH3:21]. Product: [C:20]([O:23][C:24](=[O:25])[NH:11][C:8]1([C:5]2[CH:6]=[N:7][C:2]([Br:1])=[CH:3][CH:4]=2)[CH2:9][CH2:10]1)([CH3:22])([CH3:21])[CH3:19]. The catalyst class is: 34. (5) Reactant: [CH3:1][CH:2]([N:4]1[C:12]2[C:7](=[C:8]([C:32]([NH:34][CH2:35][C:36]3[C:37](=[O:46])[NH:38][C:39]([CH3:45])=[CH:40][C:41]=3[CH2:42][CH2:43][CH3:44])=[O:33])[CH:9]=[C:10]([C:13]3[CH:14]=[CH:15][C:16]([N:19]4[CH2:24][CH2:23][N:22](C(OC(C)(C)C)=O)[CH2:21][CH2:20]4)=[N:17][CH:18]=3)[CH:11]=2)[CH:6]=[CH:5]1)[CH3:3].C(O)(C(F)(F)F)=O. Product: [CH:2]([N:4]1[C:12]2[CH:11]=[C:10]([C:13]3[CH:18]=[N:17][C:16]([N:19]4[CH2:20][CH2:21][NH:22][CH2:23][CH2:24]4)=[CH:15][CH:14]=3)[CH:9]=[C:8]([C:32]([NH:34][CH2:35][C:36]3[C:37](=[O:46])[NH:38][C:39]([CH3:45])=[CH:40][C:41]=3[CH2:42][CH2:43][CH3:44])=[O:33])[C:7]=2[CH:6]=[CH:5]1)([CH3:1])[CH3:3]. The catalyst class is: 4. (6) Reactant: Cl.[Cl:2][C:3]1[C:8]([NH:9][C:10]2[C:19]3[C:14](=[CH:15][C:16]([F:21])=[CH:17][C:18]=3F)[N:13]=[CH:12][N:11]=2)=[C:7]2[O:22][CH2:23][O:24][C:6]2=[CH:5][CH:4]=1.CCC([O-])(C)C.[Na+].CN1CCCC1=O.[OH:39][CH:40]1[CH2:45][CH2:44][O:43][CH2:42][CH2:41]1. Product: [Cl:2][C:3]1[C:8]([NH:9][C:10]2[C:19]3[C:14](=[CH:15][C:16]([F:21])=[CH:17][C:18]=3[O:39][CH:40]3[CH2:45][CH2:44][O:43][CH2:42][CH2:41]3)[N:13]=[CH:12][N:11]=2)=[C:7]2[O:22][CH2:23][O:24][C:6]2=[CH:5][CH:4]=1. The catalyst class is: 6. (7) Reactant: Br[C:2]1[N:6]2[CH:7]=[CH:8][N:9]=[C:10]([NH:11][CH3:12])[C:5]2=[N:4][CH:3]=1.[S:13]1C=[CH:16][CH:15]=[C:14]1B(O)O.C([O-])([O-])=O.[K+].[K+]. Product: [S:13]1[CH:14]=[CH:15][CH:16]=[C:12]1[NH:11][C:10]1[C:5]2[N:6]([CH:2]=[CH:3][N:4]=2)[CH:7]=[CH:8][N:9]=1. The catalyst class is: 30. (8) Reactant: C(OC(=O)[NH:7][C@@H:8]1[C@@H:13]([OH:14])[C@H:12]([CH2:15][C:16]2[CH:21]=[CH:20][C:19]([N+:22]([O-:24])=[O:23])=[C:18]([Br:25])[CH:17]=2)[CH2:11][S:10][CH2:9]1)(C)(C)C. Product: [NH2:7][C@@H:8]1[C@@H:13]([OH:14])[C@H:12]([CH2:15][C:16]2[CH:21]=[CH:20][C:19]([N+:22]([O-:24])=[O:23])=[C:18]([Br:25])[CH:17]=2)[CH2:11][S:10][CH2:9]1. The catalyst class is: 157. (9) Reactant: [CH3:1][C@@H:2]1[CH2:7][CH:6]([C@H:8]([NH:14][CH:15]=[O:16])[C:9]([O:11][CH2:12][CH3:13])=[O:10])[CH2:5][C@@H:4]([CH3:17])[O:3]1.C(Cl)Cl.C(N(CC)C(C)C)(C)C.[C:30](Cl)(=O)[O:31]C. Product: [CH3:17][C@@H:4]1[CH2:5][CH:6]([C@H:8]([NH:14][C:15]([O:31][CH3:30])=[O:16])[C:9]([O:11][CH2:12][CH3:13])=[O:10])[CH2:7][C@@H:2]([CH3:1])[O:3]1. The catalyst class is: 361. (10) Reactant: [Cl:1][C:2]1[C:3]([F:23])=[C:4]([NH:8][C:9]2[C:18]3[C:13](=[CH:14][C:15]([O:21][CH3:22])=[C:16]([CH2:19]Cl)[CH:17]=3)[N:12]=[CH:11][N:10]=2)[CH:5]=[CH:6][CH:7]=1.[CH3:24][N:25]([CH3:31])[C:26](=[O:30])[CH2:27][NH:28]C.CCN(C(C)C)C(C)C. Product: [Cl:1][C:2]1[C:3]([F:23])=[C:4]([NH:8][C:9]2[C:18]3[C:13](=[CH:14][C:15]([O:21][CH3:22])=[C:16]([CH2:19][NH:28][CH2:27][C:26]([N:25]([CH3:31])[CH3:24])=[O:30])[CH:17]=3)[N:12]=[CH:11][N:10]=2)[CH:5]=[CH:6][CH:7]=1. The catalyst class is: 9.